Dataset: Full USPTO retrosynthesis dataset with 1.9M reactions from patents (1976-2016). Task: Predict the reactants needed to synthesize the given product. (1) Given the product [CH3:19][C:20]1([CH3:28])[CH2:25][C:24](=[O:26])[CH:23]=[C:22]([N:1]2[CH2:6][CH2:5][CH2:4][CH2:3][CH2:2]2)[CH2:21]1, predict the reactants needed to synthesize it. The reactants are: [NH:1]1[CH2:6][CH2:5][CH2:4][CH2:3][CH2:2]1.O.C1(C)C=CC(S(O)(=O)=O)=CC=1.[CH3:19][C:20]1([CH3:28])[CH2:25][C:24](=[O:26])[CH2:23][C:22](=O)[CH2:21]1. (2) The reactants are: [I:1][C:2]1[CH:3]=[C:4]([C:7]([O:9][CH3:10])=[O:8])[NH:5][CH:6]=1.C(N(CC)CC)C.[C:18]1([CH3:30])[CH:23]=[CH:22][C:21]([C:24]([S:26](Cl)(=[O:28])=[O:27])=[O:25])=[CH:20][CH:19]=1. Given the product [I:1][C:2]1[CH:3]=[C:4]([C:7]([O:9][CH3:10])=[O:8])[N:5]([S:26]([C:24]([C:21]2[CH:22]=[CH:23][C:18]([CH3:30])=[CH:19][CH:20]=2)=[O:25])(=[O:28])=[O:27])[CH:6]=1, predict the reactants needed to synthesize it. (3) Given the product [CH3:40][S:41]([OH:44])(=[O:43])=[O:42].[Cl:35][C:32]1[CH:33]=[CH:34][C:29]([C:27]([NH:26][C:20]2[CH:21]=[C:22]([CH3:25])[CH:23]=[CH:24][C:19]=2[C:17](=[O:18])[NH:16][C:13]2[CH:14]=[CH:15][C:10]([N:9]3[CH2:8][CH2:7][O:6][C:36]3=[NH:37])=[CH:11][CH:12]=2)=[O:28])=[N:30][CH:31]=1, predict the reactants needed to synthesize it. The reactants are: C([Si](C)(C)[O:6][CH2:7][CH2:8][N:9]([C:36]#[N:37])[C:10]1[CH:15]=[CH:14][C:13]([NH:16][C:17]([C:19]2[CH:24]=[CH:23][C:22]([CH3:25])=[CH:21][C:20]=2[NH:26][C:27]([C:29]2[CH:34]=[CH:33][C:32]([Cl:35])=[CH:31][N:30]=2)=[O:28])=[O:18])=[CH:12][CH:11]=1)(C)(C)C.[CH3:40][S:41]([OH:44])(=[O:43])=[O:42]. (4) Given the product [N:21]1([CH2:20][C:18]([C:14]2[CH:13]=[C:12]3[C:17](=[CH:16][CH:15]=2)[CH:8]([NH2:7])[CH2:9][CH2:10][CH2:11]3)=[CH2:19])[CH2:22][CH2:23][CH2:24][CH2:25][CH2:26]1, predict the reactants needed to synthesize it. The reactants are: C(OC(=O)[NH:7][CH:8]1[C:17]2[C:12](=[CH:13][C:14]([C:18]([CH2:20][N:21]3[CH2:26][CH2:25][CH2:24][CH2:23][CH2:22]3)=[CH2:19])=[CH:15][CH:16]=2)[CH2:11][CH2:10][CH2:9]1)(C)(C)C.C(O)(C(F)(F)F)=O.